From a dataset of Full USPTO retrosynthesis dataset with 1.9M reactions from patents (1976-2016). Predict the reactants needed to synthesize the given product. (1) Given the product [Cl:15][C:16]1[CH:31]=[CH:30][C:19]([O:20][C:21]2[CH:26]=[CH:25][C:24]([CH2:27][O:28][C:2]3[CH:3]=[C:4]4[N:11]([CH3:12])[CH2:10][CH2:9][N:5]4[C:6](=[O:8])[N:7]=3)=[CH:23][C:22]=2[F:29])=[CH:18][C:17]=1[C:32]([F:35])([F:33])[F:34], predict the reactants needed to synthesize it. The reactants are: Cl[C:2]1[CH:3]=[C:4]2[N:11]([CH3:12])[CH2:10][CH2:9][N:5]2[C:6](=[O:8])[N:7]=1.[H-].[Na+].[Cl:15][C:16]1[CH:31]=[CH:30][C:19]([O:20][C:21]2[CH:26]=[CH:25][C:24]([CH2:27][OH:28])=[CH:23][C:22]=2[F:29])=[CH:18][C:17]=1[C:32]([F:35])([F:34])[F:33]. (2) The reactants are: [CH:1]([C:3]1[CH:8]=[CH:7][C:6]([CH:9]2[C:13]3[CH:14]=[C:15]([NH:20][C:21](=[O:27])[CH2:22][C:23]([CH3:26])([CH3:25])[CH3:24])[C:16]([CH3:19])=[C:17]([CH3:18])[C:12]=3[O:11][C:10]2([CH3:29])[CH3:28])=[CH:5][CH:4]=1)=[O:2].C1COCC1.C(OC(C)C)(C)C. Given the product [OH:2][CH2:1][C:3]1[CH:4]=[CH:5][C:6]([CH:9]2[C:13]3[CH:14]=[C:15]([NH:20][C:21](=[O:27])[CH2:22][C:23]([CH3:25])([CH3:24])[CH3:26])[C:16]([CH3:19])=[C:17]([CH3:18])[C:12]=3[O:11][C:10]2([CH3:29])[CH3:28])=[CH:7][CH:8]=1, predict the reactants needed to synthesize it.